The task is: Predict the reaction yield, written as a fraction of the theoretical maximum amount of product (1.0 means a 100% yield; for example, 0.34 means a 34% yield).. This data is from Reaction yield outcomes from USPTO patents with 853,638 reactions. (1) The reactants are C(O[CH:4](OCC)[CH2:5][NH2:6])C.O=[CH:11][C:12]1[CH:20]=[CH:19][C:17]([OH:18])=[C:14]([O:15][CH3:16])[CH:13]=1. The catalyst is C(O)C.[Pt]. The product is [CH3:16][O:15][C:14]1[CH:13]=[C:12]2[C:20]([CH2:4][CH2:5][NH:6][CH2:11]2)=[CH:19][C:17]=1[OH:18]. The yield is 0.250. (2) The reactants are F[C:2]1[CH:7]=[CH:6][C:5]([S:8]([CH3:11])(=[O:10])=[O:9])=[CH:4][C:3]=1[C:12]1[C:21]2[C:16](=[CH:17][CH:18]=[CH:19][CH:20]=2)[C:15](=[O:22])[N:14]([CH3:23])[CH:13]=1.[NH2:24][C@H:25]1[CH2:30][CH2:29][C@H:28]([OH:31])[CH2:27][CH2:26]1. The catalyst is CN1C(=O)CCC1. The yield is 0.288. The product is [OH:31][C@H:28]1[CH2:29][CH2:30][C@H:25]([NH:24][C:2]2[CH:7]=[CH:6][C:5]([S:8]([CH3:11])(=[O:10])=[O:9])=[CH:4][C:3]=2[C:12]2[C:21]3[C:16](=[CH:17][CH:18]=[CH:19][CH:20]=3)[C:15](=[O:22])[N:14]([CH3:23])[CH:13]=2)[CH2:26][CH2:27]1. (3) The reactants are [CH:1]1[C:13]2[CH:12]([CH2:14][O:15][C:16]([NH:18][C@@H:19]([C:29]([OH:31])=[O:30])[CH2:20][O:21][CH2:22][C:23]3[CH:28]=[CH:27][CH:26]=[CH:25][CH:24]=3)=[O:17])[C:11]3[C:6](=[CH:7][CH:8]=[CH:9][CH:10]=3)[C:5]=2[CH:4]=[CH:3][CH:2]=1.C(O[C:36]([CH3:39])([CH3:38])[CH3:37])(=O)C.S(=O)(=O)(O)O. The yield is 0.770. The catalyst is ClCCl. The product is [C:36]([O:30][C:29](=[O:31])[C@@H:19]([CH2:20][O:21][CH2:22][C:23]1[CH:24]=[CH:25][CH:26]=[CH:27][CH:28]=1)[NH:18][C:16]([O:15][CH2:14][CH:12]1[C:13]2[CH:1]=[CH:2][CH:3]=[CH:4][C:5]=2[C:6]2[C:11]1=[CH:10][CH:9]=[CH:8][CH:7]=2)=[O:17])([CH3:39])([CH3:38])[CH3:37].